Predict which catalyst facilitates the given reaction. From a dataset of Catalyst prediction with 721,799 reactions and 888 catalyst types from USPTO. Reactant: [CH2:1]([C:3]1([CH2:12][CH3:13])[O:7][C@@H:6]2[CH:8]=[CH:9][C@H:10]([OH:11])[C@@H:5]2[O:4]1)[CH3:2].[C:14]1([CH3:24])[CH:19]=[CH:18][C:17]([S:20](Cl)(=[O:22])=[O:21])=[CH:16][CH:15]=1.CCN(CC)CC. Product: [CH3:24][C:14]1[CH:19]=[CH:18][C:17]([S:20]([O:11][C@@H:10]2[C@H:5]3[C@H:6]([O:7][C:3]([CH2:1][CH3:2])([CH2:12][CH3:13])[O:4]3)[CH:8]=[CH:9]2)(=[O:22])=[O:21])=[CH:16][CH:15]=1. The catalyst class is: 2.